This data is from NCI-60 drug combinations with 297,098 pairs across 59 cell lines. The task is: Regression. Given two drug SMILES strings and cell line genomic features, predict the synergy score measuring deviation from expected non-interaction effect. Drug 1: CS(=O)(=O)C1=CC(=C(C=C1)C(=O)NC2=CC(=C(C=C2)Cl)C3=CC=CC=N3)Cl. Drug 2: C1=CN(C=N1)CC(O)(P(=O)(O)O)P(=O)(O)O. Cell line: NCI-H226. Synergy scores: CSS=19.6, Synergy_ZIP=1.22, Synergy_Bliss=10.3, Synergy_Loewe=-17.5, Synergy_HSA=11.0.